Dataset: Full USPTO retrosynthesis dataset with 1.9M reactions from patents (1976-2016). Task: Predict the reactants needed to synthesize the given product. (1) Given the product [Br:15][CH2:12][C:8]1[N:7]=[C:6]([NH:5][C:3](=[O:4])[C:2]([CH3:14])([CH3:13])[CH3:1])[CH:11]=[CH:10][CH:9]=1, predict the reactants needed to synthesize it. The reactants are: [CH3:1][C:2]([CH3:14])([CH3:13])[C:3]([NH:5][C:6]1[CH:11]=[CH:10][CH:9]=[C:8]([CH3:12])[N:7]=1)=[O:4].[Br:15]NC(=O)CCC(N)=O.N(C(C)(C)C#N)=NC(C)(C)C#N. (2) Given the product [S:9]([OH:12])(=[O:11])(=[O:10])[CH3:8].[NH2:1][C:2]1[N:3]([CH3:14])[NH:4][CH:5]=[CH:6][N:7]=1, predict the reactants needed to synthesize it. The reactants are: [NH2:1][C:2]1[N:3]=[N:4][CH:5]=[CH:6][N:7]=1.[CH3:8][S:9]([O:12]C)(=[O:11])=[O:10].[CH3:14]N(C)C=O. (3) Given the product [CH3:13][N:14]1[C@@H:23]2[CH2:24][C:25]3[CH:30]=[CH:29][C:28]([OH:31])=[C:27]([OH:32])[C:26]=3[C:21]3[C:22]2=[C:17]([CH:18]=[CH:19][CH:20]=3)[CH2:16][CH2:15]1, predict the reactants needed to synthesize it. The reactants are: C(O)[C@H]([C@H]([C@@H]([C@@H](CO)O)O)O)O.[CH3:13][N:14]1[C@@H:23]2[CH2:24][C:25]3[CH:30]=[CH:29][C:28]([OH:31])=[C:27]([OH:32])[C:26]=3[C:21]3[C:22]2=[C:17]([CH:18]=[CH:19][CH:20]=3)[CH2:16][CH2:15]1.Cl.C(O)(=O)CC(CC(O)=O)(C(O)=O)O. (4) Given the product [CH:2]([N:5]([C:7]([C:9]1[S:10][C:11]2[CH2:12][CH2:13][O:14][C:15]3[CH:22]=[C:21]([Br:23])[CH:20]=[CH:19][C:16]=3[C:17]=2[N:18]=1)=[O:8])[NH:6][C:27](=[O:28])[CH2:26][O:25][CH3:24])([CH3:4])[CH3:3], predict the reactants needed to synthesize it. The reactants are: Cl.[CH:2]([N:5]([C:7]([C:9]1[S:10][C:11]2[CH2:12][CH2:13][O:14][C:15]3[CH:22]=[C:21]([Br:23])[CH:20]=[CH:19][C:16]=3[C:17]=2[N:18]=1)=[O:8])[NH2:6])([CH3:4])[CH3:3].[CH3:24][O:25][CH2:26][C:27](Cl)=[O:28]. (5) The reactants are: [OH:1][CH:2]1[CH2:7][CH2:6][N:5]([C:8]([O:10][C:11]([CH3:14])([CH3:13])[CH3:12])=[O:9])[CH2:4][CH2:3]1.[H-].[Na+].[Cl:17][C:18]1[CH:23]=[C:22]([CH2:24][N:25]([CH3:27])[CH3:26])[CH:21]=[C:20](Cl)[N:19]=1. Given the product [Cl:17][C:18]1[N:19]=[C:20]([O:1][CH:2]2[CH2:3][CH2:4][N:5]([C:8]([O:10][C:11]([CH3:14])([CH3:13])[CH3:12])=[O:9])[CH2:6][CH2:7]2)[CH:21]=[C:22]([CH2:24][N:25]([CH3:27])[CH3:26])[CH:23]=1, predict the reactants needed to synthesize it. (6) Given the product [Cl:24][C:19]1[CH:20]=[CH:21][CH:22]=[CH:23][C:18]=1[C:9]1[C:10]([C:11]2[CH:12]=[CH:13][C:14]([Cl:17])=[CH:15][CH:16]=2)=[C:6]2[N:5]=[C:4]([CH3:25])[N:3]=[C:2]([O:30][CH2:28][CH3:29])[N:7]2[N:8]=1, predict the reactants needed to synthesize it. The reactants are: Cl[C:2]1[N:7]2[N:8]=[C:9]([C:18]3[CH:23]=[CH:22][CH:21]=[CH:20][C:19]=3[Cl:24])[C:10]([C:11]3[CH:16]=[CH:15][C:14]([Cl:17])=[CH:13][CH:12]=3)=[C:6]2[N:5]=[C:4]([CH3:25])[N:3]=1.[H-].[Na+].[CH2:28]([OH:30])[CH3:29].